The task is: Binary Classification. Given a miRNA mature sequence and a target amino acid sequence, predict their likelihood of interaction.. This data is from Experimentally validated miRNA-target interactions with 360,000+ pairs, plus equal number of negative samples. The miRNA is hsa-miR-5690 with sequence UCAGCUACUACCUCUAUUAGG. The protein sequence of the target gene is MFVELNNLLNTTPDRAEQGKLTLLCDAKTDGSFLVHHFLSFYLKANCKVCFVALIQSFSHYSIVGQKLGVSLTMARERGQLVFLEGLKSAVDVVFQAQKEPHPLQFLREANAGNLKPLFEFVREALKPVDSGEARWTYPVLLVDDLSVLLSLGMGAVAVLDFIHYCRATVCWELKGNMVVLVHDSGDAEDEENDILLNGLSHQSHLILRAEGLATGFCRDVHGQLRILWRRPSQPAVHRDQSFTYQYKIQDKSVSFFAKGMSPAVL. Result: 1 (interaction).